This data is from Forward reaction prediction with 1.9M reactions from USPTO patents (1976-2016). The task is: Predict the product of the given reaction. (1) Given the reactants [CH2:1]([NH2:5])[CH:2]([CH3:4])[CH3:3].C(=O)([O-])[O-].[K+].[K+].O.[Cl:13][C:14]1[CH:19]=[CH:18][C:17]([N+:20]([O-:22])=[O:21])=[C:16](F)[CH:15]=1, predict the reaction product. The product is: [CH2:1]([NH:5][C:18]1[CH:19]=[C:14]([Cl:13])[CH:15]=[CH:16][C:17]=1[N+:20]([O-:22])=[O:21])[CH:2]([CH3:4])[CH3:3]. (2) Given the reactants CN(C)[CH2:3][CH2:4]N(C)C.C[Li].C(OCC)C.[CH3:16][Si:17](Cl)([CH3:19])[CH3:18].[C:21]1(=[O:27])[CH2:26]C[CH2:24][CH:23]=[CH:22]1, predict the reaction product. The product is: [CH3:16][Si:17]([CH3:19])([CH3:18])[O:27][C:21]1[CH2:22][CH2:23][CH2:24][CH:3]([CH3:4])[CH:26]=1. (3) Given the reactants [Cl:1][C:2]1[CH:3]=[C:4]([C:18]([NH:20][C@H:21]([C:23]2[CH:32]=[CH:31][C:26]([C:27]([O:29][CH3:30])=[O:28])=[CH:25][CH:24]=2)[CH3:22])=[O:19])[C:5]([N:8]([CH3:17])[CH2:9]CC2C=CC=CC=2)=[N:6][CH:7]=1.[F:33][C:34]1[CH:35]=[C:36]([CH:40]=[CH:41][CH:42]=1)CCN, predict the reaction product. The product is: [Cl:1][C:2]1[CH:3]=[C:4]([C:18]([NH:20][C@H:21]([C:23]2[CH:24]=[CH:25][C:26]([C:27]([O:29][CH3:30])=[O:28])=[CH:31][CH:32]=2)[CH3:22])=[O:19])[C:5]([N:8]([CH2:9][C:41]2[CH:40]=[CH:36][CH:35]=[C:34]([F:33])[CH:42]=2)[CH3:17])=[N:6][CH:7]=1. (4) Given the reactants [CH2:1]([N:8]1[C:17]([C:18]([OH:20])=[O:19])=[C:16]([C:21]2[CH:26]=[CH:25][CH:24]=[CH:23][CH:22]=2)[C:15]2[C:10](=[CH:11][CH:12]=[C:13]([O:27][CH3:28])[CH:14]=2)[C:9]1=[O:29])[C:2]1[CH:7]=[CH:6][CH:5]=[CH:4][CH:3]=1.CI.[C:32](=O)([O-])[O-].[K+].[K+].O, predict the reaction product. The product is: [CH3:32][O:19][C:18]([C:17]1[N:8]([CH2:1][C:2]2[CH:3]=[CH:4][CH:5]=[CH:6][CH:7]=2)[C:9](=[O:29])[C:10]2[C:15]([C:16]=1[C:21]1[CH:22]=[CH:23][CH:24]=[CH:25][CH:26]=1)=[CH:14][C:13]([O:27][CH3:28])=[CH:12][CH:11]=2)=[O:20]. (5) Given the reactants [Cl:1][C:2]1[O:3][C:4]2[CH:10]=[CH:9][C:8]([C:11]([CH2:30][CH3:31])=[C:12]([C:23]3[CH:28]=[CH:27][C:26]([OH:29])=[CH:25][CH:24]=3)[C:13]3[CH:18]=[CH:17][C:16]([O:19][CH2:20][CH2:21]Cl)=[CH:15][CH:14]=3)=[CH:7][C:5]=2[CH:6]=1.[NH:32]1[CH2:37][CH2:36][CH2:35][CH2:34][CH2:33]1, predict the reaction product. The product is: [Cl:1][C:2]1[O:3][C:4]2[CH:10]=[CH:9][C:8]([C:11]([CH2:30][CH3:31])=[C:12]([C:23]3[CH:24]=[CH:25][C:26]([OH:29])=[CH:27][CH:28]=3)[C:13]3[CH:14]=[CH:15][C:16]([O:19][CH2:20][CH2:21][N:32]4[CH2:37][CH2:36][CH2:35][CH2:34][CH2:33]4)=[CH:17][CH:18]=3)=[CH:7][C:5]=2[CH:6]=1. (6) Given the reactants C[O:2][C:3](=[O:33])[C:4]1[CH:9]=[CH:8][C:7]([NH:10][C:11](=[O:32])[CH:12]([C:19]2[CH:24]=[CH:23][C:22]([O:25][C:26]3[CH:31]=[CH:30][CH:29]=[CH:28][CH:27]=3)=[CH:21][CH:20]=2)[CH2:13][CH:14]2[CH2:18][CH2:17][CH2:16][CH2:15]2)=[N:6][CH:5]=1.[OH-].[K+], predict the reaction product. The product is: [CH:14]1([CH2:13][CH:12]([C:19]2[CH:20]=[CH:21][C:22]([O:25][C:26]3[CH:31]=[CH:30][CH:29]=[CH:28][CH:27]=3)=[CH:23][CH:24]=2)[C:11]([NH:10][C:7]2[CH:8]=[CH:9][C:4]([C:3]([OH:33])=[O:2])=[CH:5][N:6]=2)=[O:32])[CH2:18][CH2:17][CH2:16][CH2:15]1. (7) Given the reactants C[O:2][C:3](=[O:44])[C:4]1[CH:9]=[CH:8][CH:7]=[C:6]([CH2:10][N:11](C(OC(C)(C)C)=O)[C:12]2[CH:17]=[CH:16][C:15]([O:18][CH2:19][C:20]3[N:21]([C:28]4[C:33]([Cl:34])=[CH:32][CH:31]=[CH:30][C:29]=4[Cl:35])[N:22]=[CH:23][C:24]=3[CH:25]([CH3:27])[CH3:26])=[CH:14][C:13]=2[CH3:36])[CH:5]=1.Cl, predict the reaction product. The product is: [Cl:35][C:29]1[CH:30]=[CH:31][CH:32]=[C:33]([Cl:34])[C:28]=1[N:21]1[C:20]([CH2:19][O:18][C:15]2[CH:16]=[CH:17][C:12]([NH:11][CH2:10][C:6]3[CH:5]=[C:4]([CH:9]=[CH:8][CH:7]=3)[C:3]([OH:44])=[O:2])=[C:13]([CH3:36])[CH:14]=2)=[C:24]([CH:25]([CH3:27])[CH3:26])[CH:23]=[N:22]1.